From a dataset of Full USPTO retrosynthesis dataset with 1.9M reactions from patents (1976-2016). Predict the reactants needed to synthesize the given product. (1) Given the product [CH3:9][O:10][C:11]1[CH:12]=[C:13](/[C:14](=[CH:7]/[C:3]2[CH:2]=[N:1][CH:6]=[CH:5][CH:4]=2)/[C:15]#[N:16])[CH:17]=[CH:18][C:19]=1[O:20][CH3:21], predict the reactants needed to synthesize it. The reactants are: [N:1]1[CH:6]=[CH:5][CH:4]=[C:3]([CH:7]=O)[CH:2]=1.[CH3:9][O:10][C:11]1[CH:12]=[C:13]([CH:17]=[CH:18][C:19]=1[O:20][CH3:21])[CH2:14][C:15]#[N:16]. (2) Given the product [O:21]1[C:16]2[CH:15]=[CH:12][CH:13]=[CH:14][C:4]=2[CH:3]=[CH:2][NH:1]1, predict the reactants needed to synthesize it. The reactants are: [NH2:1][CH2:2][CH2:3][CH2:4][Si](OC)(OC)OC.[CH2:12]([C:15]1C=CC=C[C:16]=1[OH:21])[CH:13]=[CH2:14].